This data is from Full USPTO retrosynthesis dataset with 1.9M reactions from patents (1976-2016). The task is: Predict the reactants needed to synthesize the given product. (1) The reactants are: [CH2:1]([O:8][C:9](=[O:20])[NH:10][C:11]1[CH:16]=[CH:15][C:14]([CH2:17]Br)=[CH:13][C:12]=1[F:19])[C:2]1[CH:7]=[CH:6][CH:5]=[CH:4][CH:3]=1.[CH2:21]([O:24][C:25]([CH:27]1[C:32](=[O:33])[CH:31]([NH:34][C:35]([O:37][C:38]([CH3:41])([CH3:40])[CH3:39])=[O:36])[CH2:30][S:29][CH2:28]1)=[O:26])[CH:22]=[CH2:23]. Given the product [CH2:21]([O:24][C:25]([C@@:27]1([CH2:17][C:14]2[CH:15]=[CH:16][C:11]([NH:10][C:9]([O:8][CH2:1][C:2]3[CH:7]=[CH:6][CH:5]=[CH:4][CH:3]=3)=[O:20])=[C:12]([F:19])[CH:13]=2)[C:32](=[O:33])[CH:31]([NH:34][C:35]([O:37][C:38]([CH3:41])([CH3:40])[CH3:39])=[O:36])[CH2:30][S:29][CH2:28]1)=[O:26])[CH:22]=[CH2:23], predict the reactants needed to synthesize it. (2) Given the product [CH3:1][N:2]1[CH2:7][CH2:6][C:5]([CH2:8][NH2:9])([C:10]2[CH:15]=[CH:14][CH:13]=[CH:12][CH:11]=2)[CH2:4][CH2:3]1, predict the reactants needed to synthesize it. The reactants are: [CH3:1][N:2]1[CH2:7][CH2:6][C:5]([C:10]2[CH:15]=[CH:14][CH:13]=[CH:12][CH:11]=2)([C:8]#[N:9])[CH2:4][CH2:3]1.[H-].[H-].[H-].[H-].[Li+].[Al+3]. (3) Given the product [CH:17]1([NH:13][C:12]2[CH:14]=[CH:15][C:9]([B:4]3[O:3][C:2]([CH3:16])([CH3:1])[C:6]([CH3:7])([CH3:8])[O:5]3)=[CH:10][CH:11]=2)[CH2:22][CH2:21][CH2:20][CH2:19][CH2:18]1, predict the reactants needed to synthesize it. The reactants are: [CH3:1][C:2]1([CH3:16])[C:6]([CH3:8])([CH3:7])[O:5][B:4]([C:9]2[CH:15]=[CH:14][C:12]([NH2:13])=[CH:11][CH:10]=2)[O:3]1.[C:17]1(=O)[CH2:22][CH2:21][CH2:20][CH2:19][CH2:18]1.[BH-](OC(C)=O)(OC(C)=O)OC(C)=O.[Na+].CC(O)=O. (4) Given the product [F:14][C:15]1[CH:16]=[C:17]2[C:21](=[CH:22][CH:23]=1)[NH:20][C:19](=[O:24])[C:18]2=[CH:7][C:6]1[CH:9]=[CH:10][C:11]([O:12][CH3:13])=[C:4]([CH:1]([CH3:3])[CH3:2])[CH:5]=1, predict the reactants needed to synthesize it. The reactants are: [CH:1]([C:4]1[CH:5]=[C:6]([CH:9]=[CH:10][C:11]=1[O:12][CH3:13])[CH:7]=O)([CH3:3])[CH3:2].[F:14][C:15]1[CH:16]=[C:17]2[C:21](=[CH:22][CH:23]=1)[NH:20][C:19](=[O:24])[CH2:18]2. (5) Given the product [CH2:1]([C:7]1[NH:8][C:9]2[C:14]([CH:15]=1)=[CH:13][CH:12]=[CH:11][CH:10]=2)[CH2:2][CH2:3][CH2:4][CH2:5][CH3:6], predict the reactants needed to synthesize it. The reactants are: [CH:1]([C:7]1[NH:8][C:9]2[C:14]([CH:15]=1)=[CH:13][CH:12]=[CH:11][CH:10]=2)=[CH:2][CH2:3][CH2:4][CH2:5][CH3:6].[H][H].